The task is: Binary Classification. Given a miRNA mature sequence and a target amino acid sequence, predict their likelihood of interaction.. This data is from Experimentally validated miRNA-target interactions with 360,000+ pairs, plus equal number of negative samples. The miRNA is hsa-miR-6820-5p with sequence UGCGGCAGAGCUGGGGUCA. The protein sequence of the target gene is MAAELVEAKNMVMSFRVSDLQMLLGFVGRSKSGLKHELVTRALQLVQFDCSPELFKKIKELYETRYAKKNSEPAPQPHRPLDPLTMHSTYDRAGAVPRTPLAGPNIDYPVLYGKYLNGLGRLPAKTLKPEVRLVKLPFFNMLDELLKPTELVPQNNEKLQESPCIFALTPRQVELIRNSRELQPGVKAVQVVLRICYSDTSCPQEDQYPPNIAVKVNHSYCSVPGYYPSNKPGVEPKRPCRPINLTHLMYLSSATNRITVTWGNYGKSYSVALYLVRQLTSSELLQRLKTIGVKHPELCK.... Result: 1 (interaction).